The task is: Predict the product of the given reaction.. This data is from Forward reaction prediction with 1.9M reactions from USPTO patents (1976-2016). (1) Given the reactants [CH3:1][C:2]([CH3:7])([CH3:6])[CH2:3][CH:4]=O.[NH2:8][CH2:9][C:10]1([OH:16])[CH2:15][CH2:14][CH2:13][CH2:12][CH2:11]1.Cl.C(N(CC)CC)C.[S-:25][C:26]#[N:27].[K+].II.S(S([O-])=O)([O-])(=O)=O.[Na+].[Na+], predict the reaction product. The product is: [C:2]([C:3]1[S:25][C:26](=[NH:27])[N:8]([CH2:9][C:10]2([OH:16])[CH2:15][CH2:14][CH2:13][CH2:12][CH2:11]2)[CH:4]=1)([CH3:7])([CH3:6])[CH3:1]. (2) Given the reactants Cl[C:2](OC(Cl)(Cl)Cl)=[O:3].[CH2:9]([NH:16][C:17]1[N:25]=[CH:24][CH:23]=[CH:22][C:18]=1[C:19]([OH:21])=[O:20])[C:10]1[CH:15]=[CH:14][CH:13]=[CH:12][CH:11]=1, predict the reaction product. The product is: [CH2:9]([N:16]1[C:17]2[N:25]=[CH:24][CH:23]=[CH:22][C:18]=2[C:19](=[O:21])[O:20][C:2]1=[O:3])[C:10]1[CH:11]=[CH:12][CH:13]=[CH:14][CH:15]=1. (3) Given the reactants [S:1]1[CH:5]=[CH:4][C:3]2[C:6]([O:10][CH2:11][CH2:12][C:13]3[N:14]=[C:15]([C:19]4[CH:24]=[CH:23][CH:22]=[CH:21][CH:20]=4)[O:16][C:17]=3[CH3:18])=[CH:7][CH:8]=[CH:9][C:2]1=2.O1CC[CH2:28]OO1.[ClH:31], predict the reaction product. The product is: [Cl:31][CH2:28][C:9]1[C:2]2[S:1][CH:5]=[CH:4][C:3]=2[C:6]([O:10][CH2:11][CH2:12][C:13]2[N:14]=[C:15]([C:19]3[CH:24]=[CH:23][CH:22]=[CH:21][CH:20]=3)[O:16][C:17]=2[CH3:18])=[CH:7][CH:8]=1. (4) Given the reactants [CH2:1]([O:3][C:4]1[C@@H:5]([CH:13]([CH3:15])[CH3:14])[N:6]=[C:7]([O:10][CH2:11][CH3:12])[CH2:8][N:9]=1)[CH3:2].[Li]CCCC.Br[CH2:22][C@@H:23]([CH:33]([CH3:35])[CH3:34])[CH2:24][O:25][CH2:26][C:27]1[CH:32]=[CH:31][CH:30]=[CH:29][CH:28]=1, predict the reaction product. The product is: [CH2:26]([O:25][CH2:24][C@H:23]([CH:33]([CH3:35])[CH3:34])[CH2:22][C@H:8]1[C:7]([O:10][CH2:11][CH3:12])=[N:6][C@H:5]([CH:13]([CH3:15])[CH3:14])[C:4]([O:3][CH2:1][CH3:2])=[N:9]1)[C:27]1[CH:32]=[CH:31][CH:30]=[CH:29][CH:28]=1. (5) Given the reactants [CH:1]1[C:10]2[C:5](=[CH:6][CH:7]=[CH:8][CH:9]=2)[CH:4]=[CH:3][C:2]=1[NH:11][C:12]1[CH:20]=[CH:19][CH:18]=[C:14]([C:15]([OH:17])=O)[C:13]=1[C:21]([OH:23])=O.Cl.[NH2:25][CH:26]1[CH2:32][CH2:31][C:30](=[O:33])[NH:29][C:27]1=[O:28], predict the reaction product. The product is: [O:28]=[C:27]1[CH:26]([N:25]2[C:21](=[O:23])[C:13]3[C:14](=[CH:18][CH:19]=[CH:20][C:12]=3[NH:11][C:2]3[CH:3]=[CH:4][C:5]4[C:10](=[CH:9][CH:8]=[CH:7][CH:6]=4)[CH:1]=3)[C:15]2=[O:17])[CH2:32][CH2:31][C:30](=[O:33])[NH:29]1. (6) Given the reactants [CH3:1][C:2]1[N:3]([C:7]2[CH:12]=[CH:11][C:10]([N+:13]([O-])=O)=[CH:9][C:8]=2[C:16]([F:19])([F:18])[F:17])[CH:4]=[CH:5][N:6]=1, predict the reaction product. The product is: [CH3:1][C:2]1[N:3]([C:7]2[CH:12]=[CH:11][C:10]([NH2:13])=[CH:9][C:8]=2[C:16]([F:19])([F:17])[F:18])[CH:4]=[CH:5][N:6]=1. (7) Given the reactants [CH:1]1([C:7]2[C:8]3[CH:9]=[CH:10][C:11]([C:29]([O:31][CH3:32])=[O:30])=[CH:12][C:13]=3[N:14]3[CH2:20][C:19](C(OC)=O)=[CH:18][C:17]4[CH:25]=[CH:26][CH:27]=[CH:28][C:16]=4[C:15]=23)[CH2:6][CH2:5][CH2:4][CH2:3][CH2:2]1.[Li+].[OH-].Cl, predict the reaction product. The product is: [CH:1]1([C:7]2[C:8]3[CH:9]=[CH:10][C:11]([C:29]([O:31][CH3:32])=[O:30])=[CH:12][C:13]=3[N:14]3[CH2:20][CH:19]=[CH:18][C:17]4[CH:25]=[CH:26][CH:27]=[CH:28][C:16]=4[C:15]=23)[CH2:2][CH2:3][CH2:4][CH2:5][CH2:6]1. (8) Given the reactants Br[C:2]1[N:3]=[C:4]([NH:11][CH2:12][CH:13]([CH3:15])[CH3:14])[C:5]2[N:6]([CH:8]=[CH:9][N:10]=2)[CH:7]=1.[C:16]1(B(O)O)[CH:21]=[CH:20][CH:19]=[CH:18][CH:17]=1.C(=O)([O-])[O-].[Na+].[Na+], predict the reaction product. The product is: [CH3:14][CH:13]([CH3:15])[CH2:12][NH:11][C:4]1[C:5]2[N:6]([CH:8]=[CH:9][N:10]=2)[CH:7]=[C:2]([C:16]2[CH:21]=[CH:20][CH:19]=[CH:18][CH:17]=2)[N:3]=1. (9) The product is: [N:33]1[CH:38]=[CH:37][CH:36]=[C:35]([C:20]2[CH:21]=[CH:22][CH:23]=[CH:24][C:19]=2[C:16]2[CH:17]=[CH:18][C:13]([O:12][CH2:11][C:2]3[CH:3]=[CH:4][C:5]4[C:10](=[CH:9][CH:8]=[CH:7][CH:6]=4)[N:1]=3)=[CH:14][CH:15]=2)[CH:34]=1. Given the reactants [N:1]1[C:10]2[C:5](=[CH:6][CH:7]=[CH:8][CH:9]=2)[CH:4]=[CH:3][C:2]=1[CH2:11][O:12][C:13]1[CH:18]=[CH:17][C:16]([C:19]2[CH:24]=[CH:23][CH:22]=[CH:21][C:20]=2OS(C(F)(F)F)(=O)=O)=[CH:15][CH:14]=1.[N:33]1[CH:38]=[CH:37][CH:36]=[C:35](B(O)O)[CH:34]=1.C(=O)([O-])[O-].[Cs+].[Cs+], predict the reaction product. (10) Given the reactants [Al+3].[Cl-].[Cl-].[Cl-].[NH2:5][C:6]1[S:7][C:8]2[CH:14]=[CH:13][CH:12]=[C:11]([O:15]C)[C:9]=2[N:10]=1, predict the reaction product. The product is: [NH2:5][C:6]1[S:7][C:8]2[CH:14]=[CH:13][CH:12]=[C:11]([OH:15])[C:9]=2[N:10]=1.